This data is from Full USPTO retrosynthesis dataset with 1.9M reactions from patents (1976-2016). The task is: Predict the reactants needed to synthesize the given product. (1) Given the product [NH2:29][C@@H:25]1[CH2:26][CH2:27][CH2:28][N:22]([C:21]2[N:20]([CH3:40])[N:19]=[CH:18][C:17]=2[NH:16][C:14](=[O:15])[C:5]2[CH:4]=[CH:3][C:2]([F:1])=[C:7]([C:8]3[CH:13]=[CH:12][CH:11]=[CH:10][CH:9]=3)[N:6]=2)[CH2:23][CH2:24]1, predict the reactants needed to synthesize it. The reactants are: [F:1][C:2]1[CH:3]=[CH:4][C:5]([C:14]([NH:16][C:17]2[CH:18]=[N:19][N:20]([CH3:40])[C:21]=2[N:22]2[CH2:28][CH2:27][CH2:26][C@@H:25]([NH:29]C(=O)OCC3C=CC=CC=3)[CH2:24][CH2:23]2)=[O:15])=[N:6][C:7]=1[C:8]1[CH:13]=[CH:12][CH:11]=[CH:10][CH:9]=1.C1CC=CCC=1. (2) Given the product [F:1][C:2](=[CH:8][CH2:9][CH2:10][CH2:11][CH2:12][CH2:13][CH2:14][CH2:15][CH2:16][CH2:17][CH2:18][CH2:19][CH2:20][CH3:21])[CH2:3][OH:4], predict the reactants needed to synthesize it. The reactants are: [F:1][C:2](=[CH:8][CH2:9][CH2:10][CH2:11][CH2:12][CH2:13][CH2:14][CH2:15][CH2:16][CH2:17][CH2:18][CH2:19][CH2:20][CH3:21])[C:3](OCC)=[O:4].CC(C[AlH]CC(C)C)C.O.Cl. (3) Given the product [N:26]1[CH:31]=[CH:30][C:29]([NH:32][C:42]([N:45]2[CH2:46][CH2:47][C:6](=[CH:5][C:8]3[CH:24]=[CH:23][CH:22]=[C:10]([O:11][C:12]4[CH:17]=[CH:16][C:15]([C:18]([F:19])([F:20])[F:21])=[CH:14][N:13]=4)[CH:9]=3)[CH2:50][CH2:48]2)=[O:53])=[CH:28][N:27]=1, predict the reactants needed to synthesize it. The reactants are: Cl.N1C[CH2:6][C:5](=[C:8]2[CH:24]=[CH:23][CH:22]=[C:10]([O:11][C:12]3[CH:17]=[CH:16][C:15]([C:18]([F:21])([F:20])[F:19])=[CH:14][N:13]=3)[CH:9]2C)CC1.[N:26]1[CH:31]=[CH:30][C:29]([NH:32]C(=O)OC2C=CC=CC=2)=[CH:28][N:27]=1.[CH:42]([N:45]([CH:48]([CH3:50])C)[CH2:46][CH3:47])(C)C.CS(C)=[O:53]. (4) The reactants are: [CH3:1][O:2]/[N:3]=[C:4]1\[CH2:5][N:6]([C:11]([O:13][C:14]([CH3:17])([CH3:16])[CH3:15])=[O:12])[CH2:7][CH2:8][C:9]\1=O.C([O-])(=O)C.[NH4+].[BH3-]C#[N:25].[Na+].Cl. Given the product [NH2:25][CH:9]1[CH2:8][CH2:7][N:6]([C:11]([O:13][C:14]([CH3:17])([CH3:16])[CH3:15])=[O:12])[CH2:5]/[C:4]/1=[N:3]\[O:2][CH3:1], predict the reactants needed to synthesize it. (5) Given the product [O:28]=[C:29]1[NH:34][CH2:33][CH2:32][N:31]([CH2:35][C:36]2[CH:44]=[CH:43][C:39]([C:40]([NH:27][C:9]3[CH:8]=[CH:13][C:12]([CH3:1])=[C:11]([NH:14][C:15]4[N:20]=[C:19]([C:21]5[CH:22]=[N:23][CH:24]=[CH:25][CH:26]=5)[CH:18]=[CH:17][N:16]=4)[CH:10]=3)=[O:41])=[CH:38][CH:37]=2)[CH2:30]1, predict the reactants needed to synthesize it. The reactants are: [CH3:1]CCP(=O)=O.C[C:8]1[CH:13]=[CH:12][C:11]([NH:14][C:15]2[N:20]=[C:19]([C:21]3[CH:22]=[N:23][CH:24]=[CH:25][CH:26]=3)[CH:18]=[CH:17][N:16]=2)=[CH:10][C:9]=1[NH2:27].[O:28]=[C:29]1[NH:34][CH2:33][CH2:32][N:31]([CH2:35][C:36]2[CH:44]=[CH:43][C:39]([C:40](O)=[O:41])=[CH:38][CH:37]=2)[CH2:30]1.C(N(CC)CC)C.C(=O)([O-])O.[Na+]. (6) The reactants are: [CH3:1][C:2](=[CH2:4])[CH3:3].[CH2:5]([O:12][C:13]([NH:15][C@@H:16]([C:20]([OH:22])=[O:21])[CH2:17][O:18][CH3:19])=[O:14])[C:6]1[CH:11]=[CH:10][CH:9]=[CH:8][CH:7]=1.OS(O)(=O)=O. Given the product [C:2]([O:22][C:20](=[O:21])[C@@H:16]([CH2:17][O:18][CH3:19])[NH:15][C:13]([O:12][CH2:5][C:6]1[CH:11]=[CH:10][CH:9]=[CH:8][CH:7]=1)=[O:14])([CH3:3])([CH3:1])[CH3:4], predict the reactants needed to synthesize it. (7) Given the product [ClH:38].[ClH:38].[NH2:29][CH2:28][CH2:27][CH2:26][NH:25][CH:14]1[C@@H:13]([CH3:37])[C@H:12]([C:10]([C:5]2[CH:6]=[C:7]([CH3:9])[CH:8]=[C:3]([O:2][CH3:1])[CH:4]=2)=[O:11])[C@:21]2([CH3:22])[C@H:16]([C:17]([CH3:23])([CH3:24])[CH2:18][CH2:19][CH2:20]2)[CH2:15]1, predict the reactants needed to synthesize it. The reactants are: [CH3:1][O:2][C:3]1[CH:4]=[C:5]([C:10]([C@@H:12]2[C@:21]3([CH3:22])[C@H:16]([C:17]([CH3:24])([CH3:23])[CH2:18][CH2:19][CH2:20]3)[CH2:15][CH:14]([NH:25][CH2:26][CH2:27][CH2:28][NH:29]C(=O)OC(C)(C)C)[C@H:13]2[CH3:37])=[O:11])[CH:6]=[C:7]([CH3:9])[CH:8]=1.[ClH:38].O1CCOCC1. (8) Given the product [CH3:1][CH2:2][C:3]1[CH:4]=[CH:5][C:6]([CH2:9][CH2:10][O:11][C:12]2[CH:13]=[CH:14][C:15]([CH2:18][CH:19]3[S:25][C:23](=[O:24])[NH:22][C:20]3=[O:21])=[CH:16][CH:17]=2)=[N:7][CH:8]=1, predict the reactants needed to synthesize it. The reactants are: [CH3:1][CH2:2][C:3]1[CH:4]=[CH:5][C:6]([CH2:9][CH2:10][O:11][C:12]2[CH:13]=[CH:14][C:15]([CH2:18][CH:19]3[S:25][C:23](=[O:24])[NH:22][C:20]3=[O:21])=[CH:16][CH:17]=2)=[N:7][CH:8]=1.Cl.